From a dataset of Forward reaction prediction with 1.9M reactions from USPTO patents (1976-2016). Predict the product of the given reaction. Given the reactants [F:1][CH:2]([F:12])[C:3]1[N:4]=[C:5]([CH3:11])[S:6][C:7]=1[C:8]([OH:10])=O.[CH3:13][Si:14]([CH3:22])([CH3:21])[CH2:15][CH2:16][CH2:17][CH:18]([NH2:20])[CH3:19].C1CN([P+](Br)(N2CCCC2)N2CCCC2)CC1.F[P-](F)(F)(F)(F)F.C(NC(C)C)(C)C, predict the reaction product. The product is: [F:12][CH:2]([F:1])[C:3]1[N:4]=[C:5]([CH3:11])[S:6][C:7]=1[C:8]([NH:20][CH:18]([CH3:19])[CH2:17][CH2:16][CH2:15][Si:14]([CH3:22])([CH3:21])[CH3:13])=[O:10].